Dataset: Forward reaction prediction with 1.9M reactions from USPTO patents (1976-2016). Task: Predict the product of the given reaction. (1) Given the reactants [CH3:1][N:2]1[CH:7]=[C:6]([NH:8][CH2:9][C:10]#C)[C:5](=[O:12])[N:4]([CH3:13])[C:3]1=[O:14].[CH3:15]N(C)C=O, predict the reaction product. The product is: [CH3:1][N:2]1[C:7]2[CH:15]=[C:9]([CH3:10])[NH:8][C:6]=2[C:5](=[O:12])[N:4]([CH3:13])[C:3]1=[O:14]. (2) Given the reactants [C:1]([N:8]1[CH2:13][CH2:12][CH2:11][CH:10]([CH2:14][OH:15])[CH2:9]1)([O:3][C:4]([CH3:7])([CH3:6])[CH3:5])=[O:2].N1C=CC=CC=1.[CH3:22][S:23](Cl)(=[O:25])=[O:24], predict the reaction product. The product is: [C:4]([O:3][C:1]([N:8]1[CH2:13][CH2:12][CH2:11][C@@H:10]([CH2:14][O:15][S:23]([CH3:22])(=[O:25])=[O:24])[CH2:9]1)=[O:2])([CH3:7])([CH3:6])[CH3:5]. (3) Given the reactants [Br:1][C:2]1[CH:7]=[CH:6][C:5]([CH:8]([CH2:11][CH2:12][OH:13])[C:9]#[N:10])=[C:4]([CH3:14])[CH:3]=1.[O:15](C(OC(C)(C)C)=O)[C:16]([O:18][C:19]([CH3:22])([CH3:21])[CH3:20])=O.[BH4-].[Na+].NCCNCCN, predict the reaction product. The product is: [C:19]([O:18][C:16](=[O:15])[NH:10][CH2:9][CH:8]([C:5]1[CH:6]=[CH:7][C:2]([Br:1])=[CH:3][C:4]=1[CH3:14])[CH2:11][CH2:12][OH:13])([CH3:22])([CH3:21])[CH3:20]. (4) The product is: [C:39]([C:27]1[CH:28]=[CH:29][C:30]([O:32][CH2:33][CH2:34][C:35]([OH:38])([CH3:36])[CH3:37])=[CH:31][C:26]=1[O:25][C:19]1[CH:20]=[CH:21][C:22]([F:24])=[C:23]2[C:18]=1[CH2:17][CH2:16][C@H:15]2[O:14][C:12]1[CH:11]=[CH:10][C:9]2[C@H:5]([CH2:4][C:3]([OH:41])=[O:2])[CH2:6][O:7][C:8]=2[CH:13]=1)#[N:40]. Given the reactants C[O:2][C:3](=[O:41])[CH2:4][C@H:5]1[C:9]2[CH:10]=[CH:11][C:12]([O:14][C@H:15]3[C:23]4[C:18](=[C:19]([O:25][C:26]5[CH:31]=[C:30]([O:32][CH2:33][CH2:34][C:35]([OH:38])([CH3:37])[CH3:36])[CH:29]=[CH:28][C:27]=5[C:39]#[N:40])[CH:20]=[CH:21][C:22]=4[F:24])[CH2:17][CH2:16]3)=[CH:13][C:8]=2[O:7][CH2:6]1.[OH-].[K+], predict the reaction product. (5) Given the reactants [CH2:1]([O:4][C:5]1[CH:10]=[C:9]([Cl:11])[C:8]([CH2:12][C:13]2[CH:18]=[CH:17][C:16]([O:19][CH2:20][CH3:21])=[CH:15][CH:14]=2)=[CH:7][C:6]=1[C@@H:22]1[O:27][C@H:26]([CH2:28][OH:29])[C@@H:25]([O:30][CH2:31][C:32]2[CH:37]=[CH:36][CH:35]=[CH:34][CH:33]=2)[C@H:24]([O:38][CH2:39][C:40]2[CH:45]=[CH:44][CH:43]=[CH:42][CH:41]=2)[C@H:23]1[O:46][CH2:47][C:48]1[CH:53]=[CH:52][CH:51]=[CH:50][CH:49]=1)[CH:2]=[CH2:3].[H-].[Na+].[CH2:56](Br)[CH:57]=[CH2:58], predict the reaction product. The product is: [CH2:1]([O:4][C:5]1[CH:10]=[C:9]([Cl:11])[C:8]([CH2:12][C:13]2[CH:14]=[CH:15][C:16]([O:19][CH2:20][CH3:21])=[CH:17][CH:18]=2)=[CH:7][C:6]=1[C@H:22]1[C@H:23]([O:46][CH2:47][C:48]2[CH:53]=[CH:52][CH:51]=[CH:50][CH:49]=2)[C@@H:24]([O:38][CH2:39][C:40]2[CH:41]=[CH:42][CH:43]=[CH:44][CH:45]=2)[C@H:25]([O:30][CH2:31][C:32]2[CH:37]=[CH:36][CH:35]=[CH:34][CH:33]=2)[C@@H:26]([CH2:28][O:29][CH2:58][CH:57]=[CH2:56])[O:27]1)[CH:2]=[CH2:3].